Dataset: Full USPTO retrosynthesis dataset with 1.9M reactions from patents (1976-2016). Task: Predict the reactants needed to synthesize the given product. (1) The reactants are: [C:1]([O:6][CH3:7])(=[O:5])[C:2]([CH3:4])=[CH2:3].[C:8]([NH2:12])(=[O:11])[CH:9]=[CH2:10].S(OOS([O-])(=O)=O)([O-])(=O)=O.[K+].[K+]. Given the product [C:1]([O:6][CH3:7])(=[O:5])[C:2]([CH3:4])=[CH2:3].[C:8]([NH2:12])(=[O:11])[CH:9]=[CH2:10], predict the reactants needed to synthesize it. (2) Given the product [CH:1]1([N:7]([CH2:32][CH:33]2[CH2:34][CH2:35]2)[C:8]2[N:13]=[CH:12][N:11]=[C:10]([C:14]([NH:16][C:17]3[CH:18]=[CH:19][C:20]([CH2:21][NH:22][CH:23]([CH2:28][CH3:29])[C:24]([OH:26])=[O:25])=[CH:30][CH:31]=3)=[O:15])[CH:9]=2)[CH2:2][CH2:3][CH2:4][CH2:5][CH2:6]1, predict the reactants needed to synthesize it. The reactants are: [CH:1]1([N:7]([CH2:32][CH:33]2[CH2:35][CH2:34]2)[C:8]2[N:13]=[CH:12][N:11]=[C:10]([C:14]([NH:16][C:17]3[CH:31]=[CH:30][C:20]([CH2:21][NH:22][CH:23]([CH2:28][CH3:29])[C:24]([O:26]C)=[O:25])=[CH:19][CH:18]=3)=[O:15])[CH:9]=2)[CH2:6][CH2:5][CH2:4][CH2:3][CH2:2]1.[OH-].[Na+].Cl. (3) Given the product [C:15]([C:14]1[CH:17]=[C:18]([CH:19]=[CH:20][C:13]=1[F:12])[O:21][C:2]1[CH:9]=[CH:8][C:7]([CH:10]=[O:11])=[CH:6][C:3]=1[C:4]#[N:5])#[N:16], predict the reactants needed to synthesize it. The reactants are: F[C:2]1[CH:9]=[CH:8][C:7]([CH:10]=[O:11])=[CH:6][C:3]=1[C:4]#[N:5].[F:12][C:13]1[CH:20]=[CH:19][C:18]([OH:21])=[CH:17][C:14]=1[C:15]#[N:16]. (4) Given the product [Cl:1][C:2]1[N:7]=[C:6]([NH:9][C:10]2[CH:11]=[C:12]([C:17](=[O:19])[CH3:18])[CH:13]=[CH:14][C:15]=2[CH3:16])[CH:5]=[CH:4][N:3]=1, predict the reactants needed to synthesize it. The reactants are: [Cl:1][C:2]1[N:7]=[C:6](Cl)[CH:5]=[CH:4][N:3]=1.[NH2:9][C:10]1[CH:11]=[C:12]([C:17](=[O:19])[CH3:18])[CH:13]=[CH:14][C:15]=1[CH3:16].CCN(C(C)C)C(C)C. (5) Given the product [I:1][C:2]1[C:10]2[C:5](=[CH:6][C:7]([C:11]([F:13])([F:12])[F:14])=[CH:8][CH:9]=2)[N:4]([CH3:15])[N:3]=1, predict the reactants needed to synthesize it. The reactants are: [I:1][C:2]1[C:10]2[C:5](=[CH:6][C:7]([C:11]([F:14])([F:13])[F:12])=[CH:8][CH:9]=2)[NH:4][N:3]=1.[CH3:15]C([O-])(C)C.[K+].IC.O. (6) Given the product [CH:18]1([CH2:21][NH:10][CH:8]([C:3]2[N:4]=[CH:5][CH:6]=[CH:7][N:2]=2)[CH3:9])[CH2:20][CH2:19]1, predict the reactants needed to synthesize it. The reactants are: Cl.[N:2]1[CH:7]=[CH:6][CH:5]=[N:4][C:3]=1[CH:8]([NH2:10])[CH3:9].C(N(CC)CC)C.[CH:18]1([CH2:21]Br)[CH2:20][CH2:19]1.